Dataset: Forward reaction prediction with 1.9M reactions from USPTO patents (1976-2016). Task: Predict the product of the given reaction. Given the reactants [CH3:1][C:2]([Si:5]([CH3:23])([CH3:22])[O:6][C@@H:7]1[C@@H:11]([CH2:12][O:13][CH2:14][C:15]2[CH:20]=[CH:19][CH:18]=[CH:17][CH:16]=2)[C:10](=[O:21])[CH:9]=[CH:8]1)([CH3:4])[CH3:3].C([BH-](C(CC)C)C(CC)C)(CC)C.[Li+].C1(N([S:45]([C:48]([F:51])([F:50])[F:49])(=[O:47])=[O:46])[S:45]([C:48]([F:51])([F:50])[F:49])(=[O:47])=[O:46])C=CC=CC=1.COC(C)(C)C, predict the reaction product. The product is: [CH3:4][C:2]([Si:5]([CH3:23])([CH3:22])[O:6][C@@H:7]1[C@@H:11]([CH2:12][O:13][CH2:14][C:15]2[CH:16]=[CH:17][CH:18]=[CH:19][CH:20]=2)[C:10]([O:21][S:45]([C:48]([F:51])([F:50])[F:49])(=[O:47])=[O:46])=[CH:9][CH2:8]1)([CH3:1])[CH3:3].